The task is: Predict the reactants needed to synthesize the given product.. This data is from Full USPTO retrosynthesis dataset with 1.9M reactions from patents (1976-2016). (1) Given the product [CH:22]1([CH2:25][C:26]([NH:34][C:12]([C:9]2[CH:8]=[C:7]([O:15][C@@H:16]([CH3:21])[C:17]([F:18])([F:20])[F:19])[C:6]([C:2]3([F:1])[CH2:5][O:4][CH2:3]3)=[CH:11][N:10]=2)=[O:13])([C:27]2[N:31]=[C:30]([CH3:32])[O:29][N:28]=2)[CH3:33])[CH2:24][CH2:23]1, predict the reactants needed to synthesize it. The reactants are: [F:1][C:2]1([C:6]2[C:7]([O:15][C@@H:16]([CH3:21])[C:17]([F:20])([F:19])[F:18])=[CH:8][C:9]([C:12](O)=[O:13])=[N:10][CH:11]=2)[CH2:5][O:4][CH2:3]1.[CH:22]1([CH2:25][C:26]([NH2:34])([CH3:33])[C:27]2[N:31]=[C:30]([CH3:32])[O:29][N:28]=2)[CH2:24][CH2:23]1. (2) Given the product [NH:11]1[CH2:16][CH2:15][CH:14]([C:17]2[CH:22]=[CH:21][C:20]([CH2:23][C:24]([O:26][CH3:27])=[O:25])=[CH:19][CH:18]=2)[CH2:13][CH2:12]1, predict the reactants needed to synthesize it. The reactants are: C(OC([N:11]1[CH2:16][CH2:15][CH:14]([C:17]2[CH:22]=[CH:21][C:20]([CH2:23][C:24]([O:26][CH3:27])=[O:25])=[CH:19][CH:18]=2)[CH2:13][CH2:12]1)=O)C1C=CC=CC=1. (3) Given the product [CH3:18][C:17]1[CH:16]=[C:15]([OH:14])[N:10]2[N:11]=[C:7]([C:1]3[CH:2]=[CH:3][CH:4]=[CH:5][CH:6]=3)[CH:8]=[C:9]2[N:12]=1, predict the reactants needed to synthesize it. The reactants are: [C:1]1([C:7]2[CH:8]=[C:9]([NH2:12])[NH:10][N:11]=2)[CH:6]=[CH:5][CH:4]=[CH:3][CH:2]=1.C[O:14][C:15](=O)[CH2:16][C:17](=O)[CH3:18]. (4) Given the product [CH:6]([C:5]1[CH:8]=[CH:9][C:10]([O:12][CH3:13])=[CH:11][C:4]=1[O:3][CH2:15][C:16]([OH:18])=[O:17])=[O:7], predict the reactants needed to synthesize it. The reactants are: [OH-].[Na+].[OH:3][C:4]1[CH:11]=[C:10]([O:12][CH3:13])[CH:9]=[CH:8][C:5]=1[CH:6]=[O:7].Cl[CH2:15][C:16]([OH:18])=[O:17].Cl. (5) Given the product [I:1][C:18]1[CH:19]=[CH:20][C:15](/[CH:14]=[CH:13]/[C:12]([O:11][CH2:9][CH3:10])=[O:24])=[CH:16][CH:17]=1, predict the reactants needed to synthesize it. The reactants are: [I:1]N1C(=O)CCC1=O.[CH2:9]([O:11][C:12](=[O:24])/[CH:13]=[CH:14]/[C:15]1[CH:20]=[CH:19][C:18](B(O)O)=[CH:17][CH:16]=1)[CH3:10]. (6) Given the product [Cl:37][C:9]1[N:10]=[C:5]2[CH:4]=[C:3]([O:2][CH3:1])[N:17]=[CH:16][C:6]2=[N:7][C:8]=1[C:12]([F:15])([F:14])[F:13].[Cl:37][C:25]1[N:24]=[C:23]2[CH:33]=[N:34][C:20]([O:19][CH3:18])=[CH:21][C:22]2=[N:27][C:26]=1[C:28]([F:31])([F:30])[F:29], predict the reactants needed to synthesize it. The reactants are: [CH3:1][O:2][C:3]1[N:17]=[CH:16][C:6]2=[N:7][C:8]([C:12]([F:15])([F:14])[F:13])=[C:9](O)[N:10]=[C:5]2[CH:4]=1.[CH3:18][O:19][C:20]1[N:34]=[CH:33][C:23]2=[N:24][C:25](O)=[C:26]([C:28]([F:31])([F:30])[F:29])[N:27]=[C:22]2[CH:21]=1.O=P(Cl)(Cl)[Cl:37]. (7) Given the product [NH2:2][CH2:3][CH2:4][C:5]1[CH:12]=[CH:11][C:8]([C:9]#[N:10])=[CH:7][CH:6]=1, predict the reactants needed to synthesize it. The reactants are: Cl.[NH2:2][CH2:3][CH2:4][C:5]1[CH:12]=[CH:11][C:8]([C:9]#[N:10])=[CH:7][CH:6]=1.C([O-])(O)=O.[Na+]. (8) The reactants are: [F:1][C:2]1[CH:7]=[C:6]([N+:8]([O-:10])=[O:9])[CH:5]=[C:4](I)[CH:3]=1.[I-].[CH3:13][S:14]([O-:16])=[O:15].[Na+].C(OCC)(=O)C. Given the product [F:1][C:2]1[CH:7]=[C:6]([N+:8]([O-:10])=[O:9])[CH:5]=[C:4]([S:14]([CH3:13])(=[O:16])=[O:15])[CH:3]=1, predict the reactants needed to synthesize it. (9) The reactants are: C1(P(C2C=CC=CC=2)C2C=CC=CC=2)C=CC=CC=1.S(OS(C(F)(F)F)(=O)=O)(C(F)(F)F)(=O)=O.[F:35][C:36]1[CH:41]=[CH:40][C:39]([N+:42]([O-:44])=[O:43])=[CH:38][C:37]=1[C:45]([CH3:51])([CH2:48][CH2:49][OH:50])[CH2:46]O.[K]. Given the product [F:35][C:36]1[CH:41]=[CH:40][C:39]([N+:42]([O-:44])=[O:43])=[CH:38][C:37]=1[C:45]1([CH3:51])[CH2:48][CH2:49][O:50][CH2:46]1, predict the reactants needed to synthesize it. (10) Given the product [O-:12][N+:4]1[C:5]2[CH:11]=[CH:10][CH:9]=[CH:8][C:6]=2[N:7]=[C:2]([NH:13][CH2:14][CH2:15][N:16]([CH2:24][CH2:25][NH:26][C:32]2[N:3]=[N+:4]([O-:12])[C:5]3[CH:6]=[CH:8][CH:9]=[CH:31][C:30]=3[N:29]=2)[C:17](=[O:23])[O:18][C:19]([CH3:20])([CH3:21])[CH3:22])[N:3]=1, predict the reactants needed to synthesize it. The reactants are: Cl[C:2]1[N:3]=[N+:4]([O-:12])[C:5]2[CH:11]=[CH:10][CH:9]=[CH:8][C:6]=2[N:7]=1.[NH2:13][CH2:14][CH2:15][N:16]([CH2:24][CH2:25][NH2:26])[C:17](=[O:23])[O:18][C:19]([CH3:22])([CH3:21])[CH3:20].CC[N:29]([CH2:32]C)[CH2:30][CH3:31].